Dataset: Peptide-MHC class I binding affinity with 185,985 pairs from IEDB/IMGT. Task: Regression. Given a peptide amino acid sequence and an MHC pseudo amino acid sequence, predict their binding affinity value. This is MHC class I binding data. (1) The peptide sequence is GRRPLKNRK. The MHC is HLA-A30:01 with pseudo-sequence HLA-A30:01. The binding affinity (normalized) is 0.245. (2) The peptide sequence is RMYSPTSI. The MHC is HLA-A68:01 with pseudo-sequence HLA-A68:01. The binding affinity (normalized) is 0. (3) The peptide sequence is LVVDFSQFSR. The MHC is HLA-A02:01 with pseudo-sequence HLA-A02:01. The binding affinity (normalized) is 0.0774.